From a dataset of Full USPTO retrosynthesis dataset with 1.9M reactions from patents (1976-2016). Predict the reactants needed to synthesize the given product. (1) The reactants are: [Cl:1][C:2]1[CH:15]=[CH:14][C:5]([CH2:6][N:7]2[CH2:12][CH2:11][CH:10]([NH2:13])[CH2:9][CH2:8]2)=[CH:4][CH:3]=1.[Cl:16][C:17]1[C:18]([O:34][CH3:35])=[CH:19][C:20]([O:28][CH2:29][C@:30]2(C)[CH2:32][O:31]2)=[C:21]([NH:23][C:24](=[O:27])[CH2:25][CH3:26])[CH:22]=1.Cl([O-])(=O)(=O)=O.[Li+]. Given the product [Cl:16][C:17]1[C:18]([O:34][CH3:35])=[CH:19][C:20]([O:28][CH2:29][C@@H:30]([OH:31])[CH2:32][NH:13][CH:10]2[CH2:9][CH2:8][N:7]([CH2:6][C:5]3[CH:4]=[CH:3][C:2]([Cl:1])=[CH:15][CH:14]=3)[CH2:12][CH2:11]2)=[C:21]([NH:23][C:24](=[O:27])[CH2:25][CH3:26])[CH:22]=1, predict the reactants needed to synthesize it. (2) Given the product [Br:19][C:17]1[CH:18]=[C:13]([NH:1][C:2]2[CH:3]=[CH:4][C:5]([C:8]([OH:11])([CH3:9])[CH3:10])=[CH:6][N:7]=2)[C:14](=[O:21])[N:15]([CH3:20])[CH:16]=1, predict the reactants needed to synthesize it. The reactants are: [NH2:1][C:2]1[N:7]=[CH:6][C:5]([C:8]([OH:11])([CH3:10])[CH3:9])=[CH:4][CH:3]=1.Br[C:13]1[C:14](=[O:21])[N:15]([CH3:20])[CH:16]=[C:17]([Br:19])[CH:18]=1.C([O-])([O-])=O.[Cs+].[Cs+].CC1(C)C2C(=C(P(C3C=CC=CC=3)C3C=CC=CC=3)C=CC=2)OC2C(P(C3C=CC=CC=3)C3C=CC=CC=3)=CC=CC1=2. (3) Given the product [CH3:34][N:11]([CH2:12][CH2:13][CH2:14][NH:15][C:16]1[C:25]2[C:20](=[CH:21][CH:22]=[CH:23][CH:24]=2)[N:19]([CH3:26])[C:18]2=[C:27]3[C:32](=[N:33][C:17]=12)[CH:31]=[CH:30][CH:29]=[CH:28]3)[CH2:10][CH2:9][CH2:8][NH2:7], predict the reactants needed to synthesize it. The reactants are: C(OC(=O)[NH:7][CH2:8][CH2:9][CH2:10][N:11]([CH3:34])[CH2:12][CH2:13][CH2:14][NH:15][C:16]1[C:25]2[C:20](=[CH:21][CH:22]=[CH:23][CH:24]=2)[N:19]([CH3:26])[C:18]2=[C:27]3[C:32](=[N:33][C:17]=12)[CH:31]=[CH:30][CH:29]=[CH:28]3)(C)(C)C.FC(F)(F)C(O)=O. (4) Given the product [I:33][C:30]1[CH:31]=[CH:32][C:27]([N:2]2[CH:3]=[CH:4][C:5]([CH:6]([C:8]3[CH:25]=[CH:24][C:11]4[N:12]([CH2:16][O:17][CH2:18][CH2:19][Si:20]([CH3:23])([CH3:22])[CH3:21])[C:13](=[O:15])[S:14][C:10]=4[CH:9]=3)[CH3:7])=[N:1]2)=[N:28][CH:29]=1, predict the reactants needed to synthesize it. The reactants are: [NH:1]1[C:5]([CH:6]([C:8]2[CH:25]=[CH:24][C:11]3[N:12]([CH2:16][O:17][CH2:18][CH2:19][Si:20]([CH3:23])([CH3:22])[CH3:21])[C:13](=[O:15])[S:14][C:10]=3[CH:9]=2)[CH3:7])=[CH:4][CH:3]=[N:2]1.F[C:27]1[CH:32]=[CH:31][C:30]([I:33])=[CH:29][N:28]=1.C(=O)([O-])[O-].[Cs+].[Cs+].